The task is: Predict the product of the given reaction.. This data is from Forward reaction prediction with 1.9M reactions from USPTO patents (1976-2016). (1) Given the reactants [NH2:1][CH2:2][C@@H:3]([NH:10][C:11]([C:13]1[CH:14]=[C:15]2[C:20](=[CH:21][CH:22]=1)[N:19]=[C:18]([NH:23][C:24]([C:26]1[C:27]([C:32]3[CH:37]=[CH:36][C:35]([C:38]([F:41])([F:40])[F:39])=[CH:34][CH:33]=3)=[CH:28][CH:29]=[CH:30][CH:31]=1)=[O:25])[CH:17]=[CH:16]2)=[O:12])[C:4]1[CH:9]=[CH:8][CH:7]=[CH:6][CH:5]=1.[CH:42](=O)[C:43]1[CH:48]=[CH:47][CH:46]=[CH:45][CH:44]=1.C(O[BH-](OC(=O)C)OC(=O)C)(=O)C.[Na+], predict the reaction product. The product is: [CH2:42]([NH:1][CH2:2][C@@H:3]([NH:10][C:11]([C:13]1[CH:14]=[C:15]2[C:20](=[CH:21][CH:22]=1)[N:19]=[C:18]([NH:23][C:24]([C:26]1[C:27]([C:32]3[CH:33]=[CH:34][C:35]([C:38]([F:41])([F:39])[F:40])=[CH:36][CH:37]=3)=[CH:28][CH:29]=[CH:30][CH:31]=1)=[O:25])[CH:17]=[CH:16]2)=[O:12])[C:4]1[CH:9]=[CH:8][CH:7]=[CH:6][CH:5]=1)[C:43]1[CH:48]=[CH:47][CH:46]=[CH:45][CH:44]=1. (2) Given the reactants [Cl:1][C:2]1[CH:14]=[C:13]([N+:15]([O-])=O)[CH:12]=[CH:11][C:3]=1[CH2:4][N:5]1[CH2:10][CH2:9][CH2:8][CH2:7][CH2:6]1, predict the reaction product. The product is: [Cl:1][C:2]1[CH:14]=[C:13]([NH2:15])[CH:12]=[CH:11][C:3]=1[CH2:4][N:5]1[CH2:6][CH2:7][CH2:8][CH2:9][CH2:10]1.